Predict the reactants needed to synthesize the given product. From a dataset of Full USPTO retrosynthesis dataset with 1.9M reactions from patents (1976-2016). (1) The reactants are: [C:1]([O:5][C:6](=[O:19])[NH:7][C:8]1[CH:13]=[CH:12][C:11]([C:14]([F:17])([F:16])[F:15])=[CH:10][C:9]=1[NH2:18])([CH3:4])([CH3:3])[CH3:2].C([O:24][C:25](=O)[CH2:26][C:27]([C:29]1[CH:34]=[CH:33][CH:32]=[C:31]([C:35]2[C:36]([CH3:41])=[N:37][CH:38]=[CH:39][CH:40]=2)[CH:30]=1)=[O:28])(C)(C)C. Given the product [C:1]([O:5][C:6](=[O:19])[NH:7][C:8]1[CH:13]=[CH:12][C:11]([C:14]([F:17])([F:16])[F:15])=[CH:10][C:9]=1[NH:18][C:25](=[O:24])[CH2:26][C:27]([C:29]1[CH:34]=[CH:33][CH:32]=[C:31]([C:35]2[C:36]([CH3:41])=[N:37][CH:38]=[CH:39][CH:40]=2)[CH:30]=1)=[O:28])([CH3:4])([CH3:2])[CH3:3], predict the reactants needed to synthesize it. (2) Given the product [Br:7][CH2:6][CH2:5][O:4][CH2:3][CH2:2][O:26][C:20]1[CH:19]=[C:18]2[C:23]([C:14]([NH:13][C:12]3[CH:27]=[CH:28][C:9]([Cl:8])=[CH:10][C:11]=3[F:29])=[N:15][CH:16]=[N:17]2)=[CH:22][C:21]=1[O:24][CH3:25], predict the reactants needed to synthesize it. The reactants are: Br[CH2:2][CH2:3][O:4][CH2:5][CH2:6][Br:7].[Cl:8][C:9]1[CH:28]=[CH:27][C:12]([NH:13][C:14]2[C:23]3[C:18](=[CH:19][C:20]([OH:26])=[C:21]([O:24][CH3:25])[CH:22]=3)[N:17]=[CH:16][N:15]=2)=[C:11]([F:29])[CH:10]=1.C(=O)([O-])[O-].[K+].[K+]. (3) Given the product [Br:18][CH2:19][CH2:20][CH2:21][CH2:22][N:9]1[C:10]2[CH:15]=[CH:14][CH:13]=[CH:12][C:11]=2[N:7]([C:1]2[CH:2]=[CH:3][CH:4]=[CH:5][CH:6]=2)[S:8]1(=[O:16])=[O:17], predict the reactants needed to synthesize it. The reactants are: [C:1]1([N:7]2[C:11]3[CH:12]=[CH:13][CH:14]=[CH:15][C:10]=3[NH:9][S:8]2(=[O:17])=[O:16])[CH:6]=[CH:5][CH:4]=[CH:3][CH:2]=1.[Br:18][CH2:19][CH2:20][CH2:21][CH2:22]Br.C(=O)([O-])[O-].[Cs+].[Cs+]. (4) Given the product [C:25]([O:24][C:22]([NH:21][C@@H:5]([C:6]1[CH:11]=[CH:10][C:9]([C:12](=[O:20])[NH:13][C:14]2[CH:19]=[CH:18][N:17]=[CH:16][CH:15]=2)=[CH:8][CH:7]=1)[CH2:4][C:3]([OH:29])=[O:2])=[O:23])([CH3:28])([CH3:26])[CH3:27], predict the reactants needed to synthesize it. The reactants are: C[O:2][C:3](=[O:29])[CH2:4][C@@H:5]([NH:21][C:22]([O:24][C:25]([CH3:28])([CH3:27])[CH3:26])=[O:23])[C:6]1[CH:11]=[CH:10][C:9]([C:12](=[O:20])[NH:13][C:14]2[CH:19]=[CH:18][N:17]=[CH:16][CH:15]=2)=[CH:8][CH:7]=1.[Li+].[OH-].Cl. (5) The reactants are: [OH:1][C@H:2]1[CH2:7][CH2:6][C@H:5]2[C@H:8]3[C@H:17]([CH2:18][CH2:19][C@:3]12[CH3:4])[C:16]1[CH:15]=[CH:14][C:13]([O:20]C)=[CH:12][C:11]=1[CH2:10][C@H:9]3[CH2:22][CH2:23][CH2:24][CH2:25][CH2:26][CH2:27][CH2:28][CH2:29][CH2:30][C@H:31]([CH2:35][CH2:36][C:37]([F:49])([F:48])[C:38]([F:47])([F:46])[C:39]([F:45])([F:44])[C:40]([F:43])([F:42])[F:41])[C:32]([OH:34])=[O:33].B(Br)(Br)Br. Given the product [OH:20][C:13]1[CH:14]=[CH:15][C:16]2[C@@H:17]3[C@H:8]([C@H:5]4[C@@:3]([CH2:19][CH2:18]3)([CH3:4])[C@@H:2]([OH:1])[CH2:7][CH2:6]4)[C@H:9]([CH2:22][CH2:23][CH2:24][CH2:25][CH2:26][CH2:27][CH2:28][CH2:29][CH2:30][C@H:31]([CH2:35][CH2:36][C:37]([F:48])([F:49])[C:38]([F:46])([F:47])[C:39]([F:44])([F:45])[C:40]([F:41])([F:42])[F:43])[C:32]([OH:34])=[O:33])[CH2:10][C:11]=2[CH:12]=1, predict the reactants needed to synthesize it. (6) Given the product [Br:12][CH2:1][C:2]1[CH:7]=[CH:6][CH:5]=[C:4]([C:8]([F:9])([F:11])[F:10])[N:3]=1, predict the reactants needed to synthesize it. The reactants are: [CH3:1][C:2]1[CH:7]=[CH:6][CH:5]=[C:4]([C:8]([F:11])([F:10])[F:9])[N:3]=1.[Br:12]N1C(=O)CCC1=O.N(C1(C#N)CCCCC1)=NC1(C#N)CCCCC1.